From a dataset of Retrosynthesis with 50K atom-mapped reactions and 10 reaction types from USPTO. Predict the reactants needed to synthesize the given product. (1) Given the product CC(C)(C)OC(=O)N1CCC(n2cc(-c3cnc(N)c(-c4ccc(NC(=O)c5cn(CCF)cc(-c6ccc(F)cc6)c5=O)cc4)c3)cn2)CC1, predict the reactants needed to synthesize it. The reactants are: CC(C)(C)OC(=O)N1CCC(n2cc(B3OC(C)(C)C(C)(C)O3)cn2)CC1.Nc1ncc(Br)cc1-c1ccc(NC(=O)c2cn(CCF)cc(-c3ccc(F)cc3)c2=O)cc1. (2) The reactants are: CC1(C)OC(=O)C=C(CC(O)(C#C[Si](C)(C)C)C2CCCC2)O1.N#CC1(c2ccc(Br)cc2F)CC1. Given the product CC1(C)OC(=O)C=C(CC(O)(C#Cc2ccc(C3(C#N)CC3)c(F)c2)C2CCCC2)O1, predict the reactants needed to synthesize it. (3) Given the product Cn1cc(-c2cccc(N3CCNc4cc(C(C)(C)C)ccc4C3=O)c2C=O)cc(Nc2ccc(C(=O)N3CCOCC3)cn2)c1=O, predict the reactants needed to synthesize it. The reactants are: CC(C)(C)c1ccc2c(c1)NCCN(c1cccc(Br)c1C=O)C2=O.Cn1cc(B2OC(C)(C)C(C)(C)O2)cc(Nc2ccc(C(=O)N3CCOCC3)cn2)c1=O. (4) The reactants are: Cc1ccc(N)c(O)c1.Cc1ccc(S(=O)(=O)Cl)cc1. Given the product Cc1ccc(S(=O)(=O)Oc2cc(C)ccc2N)cc1, predict the reactants needed to synthesize it. (5) Given the product CNC(=O)c1nc(C(F)(F)F)n2c1CN(C(=O)c1cccc(Cc3n[nH]c(=O)c4ccccc34)c1)CC2, predict the reactants needed to synthesize it. The reactants are: CNC(=O)c1nc(C(F)(F)F)n2c1CNCC2.O=C(O)c1cccc(Cc2n[nH]c(=O)c3ccccc23)c1.